Dataset: Peptide-MHC class II binding affinity with 134,281 pairs from IEDB. Task: Regression. Given a peptide amino acid sequence and an MHC pseudo amino acid sequence, predict their binding affinity value. This is MHC class II binding data. (1) The peptide sequence is VNWEVIIMDEAHFLD. The MHC is DRB1_1301 with pseudo-sequence DRB1_1301. The binding affinity (normalized) is 0.462. (2) The peptide sequence is APNGGFRRIPRGALH. The MHC is DRB3_0101 with pseudo-sequence DRB3_0101. The binding affinity (normalized) is 0.180. (3) The peptide sequence is EKVDAAFKVAATAAN. The MHC is DRB1_0901 with pseudo-sequence DRB1_0901. The binding affinity (normalized) is 0.621. (4) The peptide sequence is YDKFLANVSTELTGK. The MHC is DRB3_0202 with pseudo-sequence DRB3_0202. The binding affinity (normalized) is 0.851.